The task is: Predict which catalyst facilitates the given reaction.. This data is from Catalyst prediction with 721,799 reactions and 888 catalyst types from USPTO. Reactant: C(O[K])(C)(C)C.CN(C)C=O.[OH:12][C:13]1[CH:22]=[CH:21][CH:20]=[C:19]2[C:14]=1[CH2:15][CH2:16][CH2:17][C:18]2=[O:23].[CH2:24](Br)[C:25]1[CH:30]=[CH:29][CH:28]=[CH:27][CH:26]=1. Product: [CH2:24]([O:12][C:13]1[CH:22]=[CH:21][CH:20]=[C:19]2[C:14]=1[CH2:15][CH2:16][CH2:17][C:18]2=[O:23])[C:25]1[CH:30]=[CH:29][CH:28]=[CH:27][CH:26]=1. The catalyst class is: 6.